From a dataset of Full USPTO retrosynthesis dataset with 1.9M reactions from patents (1976-2016). Predict the reactants needed to synthesize the given product. (1) Given the product [CH2:20]([O:19][CH2:18][CH2:17][N:14]1[C:15](=[O:16])[C@@H:9]([NH:8][C:6](=[O:7])[C:5]([CH3:36])([CH3:35])[C:4]([OH:37])=[O:3])[C:10]2[CH:34]=[CH:33][CH:32]=[CH:31][C:11]=2[C:12]2[CH:30]=[CH:29][CH:28]=[CH:27][C:13]1=2)[C:21]1[CH:22]=[CH:23][CH:24]=[CH:25][CH:26]=1, predict the reactants needed to synthesize it. The reactants are: C([O:3][C:4](=[O:37])[C:5]([CH3:36])([CH3:35])[C:6]([NH:8][C@@H:9]1[C:15](=[O:16])[N:14]([CH2:17][CH2:18][O:19][CH2:20][C:21]2[CH:26]=[CH:25][CH:24]=[CH:23][CH:22]=2)[C:13]2[CH:27]=[CH:28][CH:29]=[CH:30][C:12]=2[C:11]2[CH:31]=[CH:32][CH:33]=[CH:34][C:10]1=2)=[O:7])C.[OH-].[Li+]. (2) Given the product [CH3:20][O:19][C:16]1[CH:17]=[CH:18][C:13]([C:1]2[CH:6]=[CH:5][CH:4]=[CH:3][CH:2]=2)=[CH:14][CH:15]=1, predict the reactants needed to synthesize it. The reactants are: [C:1]1(B(O)O)[CH:6]=[CH:5][CH:4]=[CH:3][CH:2]=1.[F-].[K+].Cl[C:13]1[CH:18]=[CH:17][C:16]([O:19][CH3:20])=[CH:15][CH:14]=1. (3) Given the product [C:1]1([S:7]([N:10]2[CH2:15][CH:14]([C:16]3[CH:17]=[C:18]([C:38]4[CH:37]=[CH:36][CH:35]=[C:34]([S:31]([CH3:30])(=[O:33])=[O:32])[CH:39]=4)[CH:19]=[CH:20][CH:21]=3)[N:13]([C:23]3[CH:28]=[CH:27][CH:26]=[CH:25][CH:24]=3)[C:12](=[O:29])[CH2:11]2)(=[O:9])=[O:8])[CH:6]=[CH:5][CH:4]=[CH:3][CH:2]=1, predict the reactants needed to synthesize it. The reactants are: [C:1]1([S:7]([N:10]2[CH2:15][CH:14]([C:16]3[CH:21]=[CH:20][CH:19]=[C:18](Br)[CH:17]=3)[N:13]([C:23]3[CH:28]=[CH:27][CH:26]=[CH:25][CH:24]=3)[C:12](=[O:29])[CH2:11]2)(=[O:9])=[O:8])[CH:6]=[CH:5][CH:4]=[CH:3][CH:2]=1.[CH3:30][S:31]([C:34]1[CH:35]=[C:36](B(O)O)[CH:37]=[CH:38][CH:39]=1)(=[O:33])=[O:32].C(=O)([O-])[O-].[K+].[K+].O. (4) Given the product [Cl:1][C:2]1[N:3]=[CH:4][C:5]([C:8]([N:13]([CH3:14])[CH3:12])=[O:9])=[N:6][CH:7]=1, predict the reactants needed to synthesize it. The reactants are: [Cl:1][C:2]1[N:3]=[CH:4][C:5]([C:8](Cl)=[O:9])=[N:6][CH:7]=1.Cl.[CH3:12][NH:13][CH3:14].C(N(CC)CC)C.